From a dataset of Catalyst prediction with 721,799 reactions and 888 catalyst types from USPTO. Predict which catalyst facilitates the given reaction. (1) Reactant: [CH:1]([O:14][C:15](=[O:39])[C@:16]([NH:27][NH:28][C:29]([O:31][CH2:32][C:33]1[CH:38]=[CH:37][CH:36]=[CH:35][CH:34]=1)=[O:30])([CH3:26])[CH2:17][C:18]1[CH:23]=[CH:22][C:21]([OH:24])=[C:20]([OH:25])[CH:19]=1)([C:8]1[CH:13]=[CH:12][CH:11]=[CH:10][CH:9]=1)[C:2]1[CH:7]=[CH:6][CH:5]=[CH:4][CH:3]=1.[CH3:40][C:41]#N.[CH2:43]1[CH2:53][CH2:52]N2[C:46](=NCCC2)[CH2:45][CH2:44]1.[O:54]([CH2:84][C:85]1[CH:90]=[CH:89][CH:88]=[CH:87][CH:86]=1)[P:55](O[P:55]([O:56][CH2:57][C:58]1[CH:63]=[CH:62][CH:61]=[CH:60][CH:59]=1)([O:54][CH2:84][C:85]1[CH:90]=[CH:89][CH:88]=[CH:87][CH:86]=1)=[O:64])(=[O:64])[O:56][CH2:57][C:58]1[CH:63]=[CH:62][CH:61]=[CH:60][CH:59]=1. Product: [CH:1]([O:14][C:15](=[O:39])[C@:16]([NH:27][NH:28][C:29]([O:31][CH2:32][C:33]1[CH:34]=[CH:35][CH:36]=[CH:37][CH:38]=1)=[O:30])([CH3:26])[CH2:17][C:18]1[CH:23]=[CH:22][C:21]([O:24][P:55]([O:56][CH2:57][C:58]2[CH:59]=[CH:60][CH:61]=[CH:62][CH:63]=2)([O:54][CH2:84][C:85]2[CH:90]=[CH:89][CH:88]=[CH:87][CH:86]=2)=[O:64])=[C:20]([O:25][P:55]([O:56][CH2:57][C:40]2[CH:41]=[CH:60][CH:59]=[CH:58][CH:63]=2)([O:54][CH2:84][C:46]2[CH:45]=[CH:44][CH:43]=[CH:53][CH:52]=2)=[O:64])[CH:19]=1)([C:8]1[CH:13]=[CH:12][CH:11]=[CH:10][CH:9]=1)[C:2]1[CH:3]=[CH:4][CH:5]=[CH:6][CH:7]=1. The catalyst class is: 6. (2) Reactant: [NH2:1][C@@H:2]([CH3:23])[C:3]([NH:5][C@@H:6]([CH3:22])[C:7]([NH:9][C@@H:10]([CH2:14][C:15]1[CH:20]=[CH:19][C:18]([OH:21])=[CH:17][CH:16]=1)[C:11]([NH2:13])=[O:12])=[O:8])=[O:4].[C:24]([NH:41][C@H:42]([C:51](O)=[O:52])[CH2:43][C:44]1[CH:49]=[CH:48][C:47]([OH:50])=[CH:46][CH:45]=1)([O:26][CH2:27][CH:28]1[C:40]2[C:35](=[CH:36][CH:37]=[CH:38][CH:39]=2)[C:34]2[C:29]1=[CH:30][CH:31]=[CH:32][CH:33]=2)=[O:25].ON1C2N=CC=CC=2N=N1.CN1CCOCC1.C(Cl)CCl. Product: [NH2:13][C:11](=[O:12])[C@@H:10]([NH:9][C:7](=[O:8])[C@@H:6]([NH:5][C:3](=[O:4])[C@@H:2]([NH:1][C:51](=[O:52])[C@@H:42]([NH:41][C:24](=[O:25])[O:26][CH2:27][CH:28]1[C:40]2[CH:39]=[CH:38][CH:37]=[CH:36][C:35]=2[C:34]2[C:29]1=[CH:30][CH:31]=[CH:32][CH:33]=2)[CH2:43][C:44]1[CH:45]=[CH:46][C:47]([OH:50])=[CH:48][CH:49]=1)[CH3:23])[CH3:22])[CH2:14][C:15]1[CH:20]=[CH:19][C:18]([OH:21])=[CH:17][CH:16]=1. The catalyst class is: 3.